This data is from Full USPTO retrosynthesis dataset with 1.9M reactions from patents (1976-2016). The task is: Predict the reactants needed to synthesize the given product. (1) Given the product [CH2:1]([O:8][C:9]1[C:18]([O:19][CH3:20])=[CH:17][C:12]([C:13]([NH:14][OH:15])=[NH:23])=[C:11]([I:21])[CH:10]=1)[C:2]1[CH:7]=[CH:6][CH:5]=[CH:4][CH:3]=1, predict the reactants needed to synthesize it. The reactants are: [CH2:1]([O:8][C:9]1[C:18]([O:19][CH3:20])=[CH:17][C:12]([C:13](Cl)=[N:14][OH:15])=[C:11]([I:21])[CH:10]=1)[C:2]1[CH:7]=[CH:6][CH:5]=[CH:4][CH:3]=1.C[N:23](C)C=O.N.C(OCC)(=O)C. (2) Given the product [CH3:1][O:2][C:3]1[C:4]([NH:10][S:18]([C:13]2[CH:14]=[CH:15][CH:16]=[CH:17][C:12]=2[I:11])(=[O:20])=[O:19])=[N:5][CH:6]=[C:7]([CH3:9])[N:8]=1, predict the reactants needed to synthesize it. The reactants are: [CH3:1][O:2][C:3]1[C:4]([NH2:10])=[N:5][CH:6]=[C:7]([CH3:9])[N:8]=1.[I:11][C:12]1[CH:17]=[CH:16][CH:15]=[CH:14][C:13]=1[S:18](Cl)(=[O:20])=[O:19]. (3) Given the product [CH3:40][O:39][C:37](=[O:38])[N:23]([N:12]1[C:11](=[O:28])[C:10]2[C:15](=[CH:16][C:17]([C:18]([F:20])([F:21])[F:19])=[C:8]([C:7]3[N:3]([CH2:1][CH3:2])[N:4]=[CH:5][CH:6]=3)[CH:9]=2)[NH:14][C:13]1=[O:22])[S:24]([CH3:27])(=[O:25])=[O:26], predict the reactants needed to synthesize it. The reactants are: [CH2:1]([N:3]1[C:7]([C:8]2[CH:9]=[C:10]3[C:15](=[CH:16][C:17]=2[C:18]([F:21])([F:20])[F:19])[NH:14][C:13](=[O:22])[N:12]([NH:23][S:24]([CH3:27])(=[O:26])=[O:25])[C:11]3=[O:28])=[CH:6][CH:5]=[N:4]1)[CH3:2].C(N(CC)CC)C.Cl[C:37]([O:39][CH3:40])=[O:38]. (4) Given the product [Br-:1].[F:2][C:3]1[CH:4]=[CH:5][C:6]([N:9]2[C:12](=[O:13])[CH:11]([CH2:14][CH2:15][CH:16]([C:24]3[CH:29]=[CH:28][C:27]([F:30])=[CH:26][CH:25]=3)[OH:17])[CH:10]2[C:31]2[CH:32]=[CH:33][C:34]([O:35][CH2:36][CH2:37][CH2:38][CH2:39][CH2:40][N+:41]([CH3:43])([CH3:42])[CH3:44])=[CH:45][CH:46]=2)=[CH:7][CH:8]=1, predict the reactants needed to synthesize it. The reactants are: [Br-:1].[F:2][C:3]1[CH:8]=[CH:7][C:6]([N:9]2[C:12](=[O:13])[CH:11]([CH2:14][CH2:15][CH:16]([C:24]3[CH:29]=[CH:28][C:27]([F:30])=[CH:26][CH:25]=3)[O:17][Si](C(C)C)(C)C)[CH:10]2[C:31]2[CH:46]=[CH:45][C:34]([O:35][CH2:36][CH2:37][CH2:38][CH2:39][CH2:40][N+:41]([CH3:44])([CH3:43])[CH3:42])=[CH:33][CH:32]=2)=[CH:5][CH:4]=1.Cl.C(=O)(O)[O-].[Na+].